The task is: Regression. Given a peptide amino acid sequence and an MHC pseudo amino acid sequence, predict their binding affinity value. This is MHC class II binding data.. This data is from Peptide-MHC class II binding affinity with 134,281 pairs from IEDB. (1) The peptide sequence is PLHLRYYRITYGETG. The MHC is HLA-DQA10501-DQB10301 with pseudo-sequence HLA-DQA10501-DQB10301. The binding affinity (normalized) is 0.356. (2) The binding affinity (normalized) is 0.216. The MHC is DRB1_1201 with pseudo-sequence DRB1_1201. The peptide sequence is DDCVAIGTGSSNIVI. (3) The peptide sequence is KPLEDKILVQAGEAE. The MHC is DRB5_0101 with pseudo-sequence DRB5_0101. The binding affinity (normalized) is 0. (4) The peptide sequence is VDPTDYFRNEQSIPP. The MHC is DRB1_1501 with pseudo-sequence DRB1_1501. The binding affinity (normalized) is 0.186.